From a dataset of Reaction yield outcomes from USPTO patents with 853,638 reactions. Predict the reaction yield, written as a fraction of the theoretical maximum amount of product (1.0 means a 100% yield; for example, 0.34 means a 34% yield). (1) The reactants are [NH2:1][C:2]1[CH:3]=[CH:4][C:5]2[NH:6][C:7]3[C:12]([C:13]=2[CH:14]=1)=[CH:11][C:10]([O:15][CH2:16][C:17]1[CH:22]=[CH:21][CH:20]=[CH:19][CH:18]=1)=[CH:9][CH:8]=3.[CH2:23]=O.C[O-].[Na+].[BH4-].[Na+].[OH-].[Na+]. The catalyst is CO. The product is [CH2:16]([O:15][C:10]1[CH:11]=[C:12]2[C:7](=[CH:8][CH:9]=1)[NH:6][C:5]1[CH:4]=[CH:3][C:2]([NH:1][CH3:23])=[CH:14][C:13]2=1)[C:17]1[CH:18]=[CH:19][CH:20]=[CH:21][CH:22]=1. The yield is 1.00. (2) The reactants are [CH:1]1([C:6]([C:8]2[CH:13]=[C:12]([CH3:14])[CH:11]=[CH:10][C:9]=2[NH:15][C:16]([NH:18][C:19]2[S:20][CH:21]=[C:22]([CH2:24][OH:25])[N:23]=2)=[O:17])=[O:7])[CH2:5][CH2:4][CH2:3][CH2:2]1.CCN(CC)CC.CS(C)=O.N1C=CC=CC=1.S(=O)(=O)=O. The catalyst is C(Cl)Cl.O. The product is [CH:1]1([C:6]([C:8]2[CH:13]=[C:12]([CH3:14])[CH:11]=[CH:10][C:9]=2[NH:15][C:16]([NH:18][C:19]2[S:20][CH:21]=[C:22]([CH:24]=[O:25])[N:23]=2)=[O:17])=[O:7])[CH2:5][CH2:4][CH2:3][CH2:2]1. The yield is 0.860. (3) The reactants are [CH3:1][O:2][C:3]1[CH:8]=[CH:7][C:6]([N+:9]([O-:11])=[O:10])=[CH:5][N:4]=1.ClC1C=CC(O[CH2:18][C:19]#[N:20])=CC=1.CC([O-])(C)C.[K+]. The catalyst is C1COCC1. The product is [CH3:1][O:2][C:3]1[N:4]=[C:5]([CH2:18][C:19]#[N:20])[C:6]([N+:9]([O-:11])=[O:10])=[CH:7][CH:8]=1. The yield is 0.500.